The task is: Predict the reaction yield, written as a fraction of the theoretical maximum amount of product (1.0 means a 100% yield; for example, 0.34 means a 34% yield).. This data is from Reaction yield outcomes from USPTO patents with 853,638 reactions. (1) The reactants are [CH2:1]([O:3][C:4]([C:6]1[C:18]([CH2:19][CH2:20][C:21]2[CH:26]=[CH:25][C:24]([C:27]([F:30])([F:29])[F:28])=[CH:23][CH:22]=2)=[N:17][C:9]2[C@H:10]3[N:14]([C:15](=[O:16])[C:8]=2[C:7]=1[C:31]1[CH:39]=[CH:38][C:34]([C:35]([OH:37])=O)=[CH:33][CH:32]=1)[CH2:13][CH2:12][CH2:11]3)=[O:5])[CH3:2].[N:40]1[CH:45]=[CH:44][C:43]([C@@H:46]([NH2:48])[CH3:47])=[CH:42][CH:41]=1.C1CN([P+](ON2N=NC3C=CC=CC2=3)(N2CCCC2)N2CCCC2)CC1.F[P-](F)(F)(F)(F)F.[Na+].[Cl-]. The catalyst is CN(C=O)C. The product is [O:16]=[C:15]1[N:14]2[C@@H:10]([CH2:11][CH2:12][CH2:13]2)[C:9]2[N:17]=[C:18]([CH2:19][CH2:20][C:21]3[CH:26]=[CH:25][C:24]([C:27]([F:30])([F:29])[F:28])=[CH:23][CH:22]=3)[C:6]([C:4]([O:3][CH2:1][CH3:2])=[O:5])=[C:7]([C:31]3[CH:39]=[CH:38][C:34]([C:35]([NH:48][C@H:46]([C:43]4[CH:44]=[CH:45][N:40]=[CH:41][CH:42]=4)[CH3:47])=[O:37])=[CH:33][CH:32]=3)[C:8]1=2. The yield is 0.480. (2) The reactants are [S:1]1[C:13]2[C:12]3[CH:11]=[CH:10][CH:9]=[CH:8][C:7]=3[CH:6]=[N:5][C:4]=2[CH:3]=[CH:2]1.ClC1C=C(C=CC=1)C(OO)=[O:19]. The catalyst is C(Cl)(Cl)Cl. The product is [S:1]1[C:13]2[C:12]3[CH:11]=[CH:10][CH:9]=[CH:8][C:7]=3[CH:6]=[N+:5]([O-:19])[C:4]=2[CH:3]=[CH:2]1. The yield is 0.660. (3) The reactants are [Na:1].C(C1(CCO[C:17]2[CH:22]=[CH:21][N:20]=[C:19]([CH2:23][S:24]([C:26]3[NH:30][C:29]4[CH:31]=[CH:32][CH:33]=[CH:34][C:28]=4[N:27]=3)=[O:25])[C:18]=2[CH3:35])OCC2(OCCO2)CO1)C.ClC1C=CC=C(C(OO)=O)C=1.[CH2:47]([C:49]1([CH2:56][CH3:57])[O:53][CH:52]([CH2:54][OH:55])[CH2:51][O:50]1)[CH3:48]. No catalyst specified. The product is [Na:1].[CH2:56]([C:49]1([CH2:47][CH3:48])[O:53][CH:52]([CH2:54][O:55][C:17]2[CH:22]=[CH:21][N:20]=[C:19]([CH2:23][S:24]([C:26]3[NH:30][C:29]4[CH:31]=[CH:32][CH:33]=[CH:34][C:28]=4[N:27]=3)=[O:25])[C:18]=2[CH3:35])[CH2:51][O:50]1)[CH3:57]. The yield is 0.143. (4) The catalyst is C1(C)C=CC=CC=1.C1(OP([O-])(OC2C=CC=CC=2)=O)C=CC=CC=1. The reactants are [CH3:1][S:2]([C:5]1[CH:14]=[C:13]2[C:8]([CH:9]=[CH:10][CH:11]=[N:12]2)=[CH:7][CH:6]=1)(=[O:4])=[O:3].C(OC(C1CC(C(OCC)=O)=C(C)NC=1C)=O)C. The yield is 0.720. The product is [CH3:1][S:2]([C:5]1[CH:14]=[C:13]2[C:8]([CH2:9][CH2:10][CH2:11][NH:12]2)=[CH:7][CH:6]=1)(=[O:4])=[O:3]. (5) The reactants are [CH3:1][N:2]([S:21]([C:24]1[S:25][CH:26]=[CH:27][N:28]=1)(=[O:23])=[O:22])[C:3]1[CH:4]=[CH:5][CH:6]=[C:7]2[C:11]=1[NH:10][C:9]([C:12]1[S:13][CH:14]([CH2:17][C:18](O)=[O:19])[CH2:15][N:16]=1)=[CH:8]2.Cl.C[N:31](C)CCCN=C=NCC.CN(C)C=O. The catalyst is C(OCC)(=O)C.O. The product is [CH3:1][N:2]([S:21]([C:24]1[S:25][CH:26]=[CH:27][N:28]=1)(=[O:23])=[O:22])[C:3]1[CH:4]=[CH:5][CH:6]=[C:7]2[C:11]=1[NH:10][C:9]([C:12]1[S:13][CH:14]([CH2:17][C:18]([NH2:31])=[O:19])[CH2:15][N:16]=1)=[CH:8]2. The yield is 0.670. (6) The catalyst is CC#N. The reactants are [Cl:1][C:2]1[CH:11]=[C:10](Cl)[CH:9]=[C:8]2[C:3]=1[C:4](=[O:21])[C:5]([CH3:20])([C:14]1[CH:19]=[CH:18][CH:17]=[CH:16][CH:15]=1)[C:6](=[O:13])[NH:7]2.C([O-])([O-])=O.[K+].[K+].[CH2:28]([N:30](CC)[CH2:31]C)C.Cl.CNC. The yield is 0.650. The product is [Cl:1][C:2]1[CH:11]=[C:10]([N:30]([CH3:31])[CH3:28])[CH:9]=[C:8]2[C:3]=1[C:4](=[O:21])[C:5]([CH3:20])([C:14]1[CH:19]=[CH:18][CH:17]=[CH:16][CH:15]=1)[C:6](=[O:13])[NH:7]2. (7) The reactants are [CH2:1]([N:8]1[CH2:16][C:15]2[C:10](=[CH:11][CH:12]=[C:13]([O:17]C)[CH:14]=2)[CH2:9]1)[C:2]1[CH:7]=[CH:6][CH:5]=[CH:4][CH:3]=1. The catalyst is Br. The product is [CH2:1]([N:8]1[CH2:16][C:15]2[C:10](=[CH:11][CH:12]=[C:13]([OH:17])[CH:14]=2)[CH2:9]1)[C:2]1[CH:3]=[CH:4][CH:5]=[CH:6][CH:7]=1. The yield is 0.490. (8) The reactants are Cl.[NH2:2][C:3]1([C:6]([O:8][CH2:9][CH3:10])=[O:7])[CH2:5][CH2:4]1.C(N(CC)C(C)C)(C)C.Cl.[CH2:21]([N:28]([CH2:32][CH2:33]Cl)[CH2:29][CH2:30]Cl)[C:22]1[CH:27]=[CH:26][CH:25]=[CH:24][CH:23]=1.CCOC(C)=O. The catalyst is C(O)C. The product is [CH2:21]([N:28]1[CH2:32][CH2:33][N:2]([C:3]2([C:6]([O:8][CH2:9][CH3:10])=[O:7])[CH2:5][CH2:4]2)[CH2:30][CH2:29]1)[C:22]1[CH:27]=[CH:26][CH:25]=[CH:24][CH:23]=1. The yield is 0.478. (9) The reactants are [Br:1][C:2]1[CH:3]=[C:4]([CH:8]([N:12]2[CH:16]=[C:15]([C:17]3[C:18]4[CH:25]=[CH:24][N:23]([CH2:26][O:27][CH2:28][CH2:29][Si:30]([CH3:33])([CH3:32])[CH3:31])[C:19]=4[N:20]=[CH:21][N:22]=3)[CH:14]=[N:13]2)[CH2:9][CH:10]=O)[CH:5]=[CH:6][CH:7]=1.CN(C)C(=O)C.C1(P(C2C=CC=CC=2)C2C=CC=CC=2)C=CC=CC=1.Br[C:60](Br)([F:62])[F:61]. The catalyst is C1COCC1.[Zn]. The product is [Br:1][C:2]1[CH:3]=[C:4]([CH:8]([N:12]2[CH:16]=[C:15]([C:17]3[C:18]4[CH:25]=[CH:24][N:23]([CH2:26][O:27][CH2:28][CH2:29][Si:30]([CH3:32])([CH3:31])[CH3:33])[C:19]=4[N:20]=[CH:21][N:22]=3)[CH:14]=[N:13]2)[CH2:9][CH:10]=[C:60]([F:62])[F:61])[CH:5]=[CH:6][CH:7]=1. The yield is 0.400. (10) The yield is 0.970. The catalyst is ClCCCl. The product is [Si:1]([O:8][CH2:9][CH2:10][CH2:11][CH2:12][CH2:13][C:14]([C:15]1[C:27]2[C:22](=[C:23]([Cl:28])[CH:24]=[CH:25][CH:26]=2)[CH:21]=[C:20]2[CH2:19][CH2:18][CH2:17][C:16]=12)=[O:29])([C:4]([CH3:7])([CH3:6])[CH3:5])([CH3:3])[CH3:2]. The reactants are [Si:1]([O:8][CH2:9][CH2:10][CH2:11][CH2:12][CH2:13][C:14](=[O:29])[C:15]#[C:16][CH2:17][CH2:18][CH2:19]/[CH:20]=[CH:21]/[C:22]1[CH:27]=[CH:26][CH:25]=[CH:24][C:23]=1[Cl:28])([C:4]([CH3:7])([CH3:6])[CH3:5])([CH3:3])[CH3:2].CCOC(C)=O.CCCCCC.